This data is from NCI-60 drug combinations with 297,098 pairs across 59 cell lines. The task is: Regression. Given two drug SMILES strings and cell line genomic features, predict the synergy score measuring deviation from expected non-interaction effect. (1) Drug 1: CC1=C2C(C(=O)C3(C(CC4C(C3C(C(C2(C)C)(CC1OC(=O)C(C(C5=CC=CC=C5)NC(=O)OC(C)(C)C)O)O)OC(=O)C6=CC=CC=C6)(CO4)OC(=O)C)OC)C)OC. Drug 2: COC1=CC(=CC(=C1O)OC)C2C3C(COC3=O)C(C4=CC5=C(C=C24)OCO5)OC6C(C(C7C(O6)COC(O7)C8=CC=CS8)O)O. Cell line: HT29. Synergy scores: CSS=80.8, Synergy_ZIP=11.4, Synergy_Bliss=9.29, Synergy_Loewe=4.13, Synergy_HSA=12.7. (2) Drug 1: CCN(CC)CCNC(=O)C1=C(NC(=C1C)C=C2C3=C(C=CC(=C3)F)NC2=O)C. Drug 2: CC1CCCC2(C(O2)CC(NC(=O)CC(C(C(=O)C(C1O)C)(C)C)O)C(=CC3=CSC(=N3)C)C)C. Cell line: SR. Synergy scores: CSS=69.9, Synergy_ZIP=2.37, Synergy_Bliss=1.25, Synergy_Loewe=-21.1, Synergy_HSA=1.46. (3) Drug 1: C1=CC(=CC=C1CCCC(=O)O)N(CCCl)CCCl. Drug 2: CCN(CC)CCCC(C)NC1=C2C=C(C=CC2=NC3=C1C=CC(=C3)Cl)OC. Cell line: PC-3. Synergy scores: CSS=37.4, Synergy_ZIP=-0.762, Synergy_Bliss=-0.309, Synergy_Loewe=3.90, Synergy_HSA=3.78.